From a dataset of Reaction yield outcomes from USPTO patents with 853,638 reactions. Predict the reaction yield, written as a fraction of the theoretical maximum amount of product (1.0 means a 100% yield; for example, 0.34 means a 34% yield). The yield is 0.460. The catalyst is C(O)C.C(OCC)C. The product is [F:1][C:2]1[C:10]2[N:9]=[C:8]([CH2:11][N:12]([CH:28]3[C:37]4[N:36]=[CH:35][CH:34]=[CH:33][C:32]=4[CH2:31][CH2:30][CH2:29]3)[CH2:13][CH2:14][CH2:15][CH2:16][NH2:17])[NH:7][C:6]=2[CH:5]=[CH:4][CH:3]=1. The reactants are [F:1][C:2]1[C:10]2[N:9]=[C:8]([CH2:11][N:12]([CH:28]3[C:37]4[N:36]=[CH:35][CH:34]=[CH:33][C:32]=4[CH2:31][CH2:30][CH2:29]3)[CH2:13][CH2:14][CH2:15][CH2:16][N:17]3C(=O)C4C(=CC=CC=4)C3=O)[NH:7][C:6]=2[CH:5]=[CH:4][CH:3]=1.O.NN.